From a dataset of Forward reaction prediction with 1.9M reactions from USPTO patents (1976-2016). Predict the product of the given reaction. (1) The product is: [CH2:51]([N:32]1[CH2:33][CH2:34][N:29]([C:27]2[N:28]=[C:23]([N:17]3[CH2:16][CH:15]4[O:22][CH:19]([CH2:20][CH2:21]4)[CH2:18]3)[N:24]=[C:25]([C:35]3[CH:36]=[CH:37][C:38]([NH:41][C:42]([NH:44][C:45]4[CH:46]=[CH:47][N:48]=[CH:49][CH:50]=4)=[O:43])=[CH:39][CH:40]=3)[N:26]=2)[CH2:30][CH2:31]1)[C:52]1[CH:57]=[CH:56][CH:55]=[CH:54][CH:53]=1. Given the reactants OC(C(F)(F)F)=O.OC(C(F)(F)F)=O.[CH:15]12[O:22][CH:19]([CH2:20][CH2:21]1)[CH2:18][N:17]([C:23]1[N:28]=[C:27]([N:29]3[CH2:34][CH2:33][NH:32][CH2:31][CH2:30]3)[N:26]=[C:25]([C:35]3[CH:40]=[CH:39][C:38]([NH:41][C:42]([NH:44][C:45]4[CH:50]=[CH:49][N:48]=[CH:47][CH:46]=4)=[O:43])=[CH:37][CH:36]=3)[N:24]=1)[CH2:16]2.[CH:51](=O)[C:52]1[CH:57]=[CH:56][CH:55]=[CH:54][CH:53]=1.C(O[BH-](OC(=O)C)OC(=O)C)(=O)C.[Na+], predict the reaction product. (2) Given the reactants [Br:1][C:2]1[CH:3]=[C:4]([CH:8]=[C:9]([S:12]([CH3:15])(=[O:14])=[O:13])[C:10]=1[F:11])[C:5]([OH:7])=O.Cl.[CH3:17][N:18](C)[CH2:19][CH2:20][CH2:21]N=C=NCC.ON1C2C=CC=CC=2N=N1.CNCCC.C(N(CC)CC)C, predict the reaction product. The product is: [Br:1][C:2]1[CH:3]=[C:4]([CH:8]=[C:9]([S:12]([CH3:15])(=[O:14])=[O:13])[C:10]=1[F:11])[C:5]([N:18]([CH3:17])[CH2:19][CH2:20][CH3:21])=[O:7]. (3) Given the reactants I[C:2]1[N:7]=[C:6]([CH3:8])[N:5]=[C:4]([N:9]([CH2:19][C:20]2[CH:25]=[CH:24][C:23]([O:26][CH3:27])=[CH:22][CH:21]=2)[CH2:10][C:11]2[CH:16]=[CH:15][C:14]([O:17][CH3:18])=[CH:13][CH:12]=2)[N:3]=1.[Cl:28][C:29]1[C:38](B(O)O)=[CH:37][C:36]2[C:31](=[CH:32][CH:33]=[CH:34][CH:35]=2)[N:30]=1.C(=O)([O-])[O-].[Na+].[Na+].COCCOC, predict the reaction product. The product is: [Cl:28][C:29]1[C:38]([C:2]2[N:7]=[C:6]([CH3:8])[N:5]=[C:4]([N:9]([CH2:19][C:20]3[CH:25]=[CH:24][C:23]([O:26][CH3:27])=[CH:22][CH:21]=3)[CH2:10][C:11]3[CH:16]=[CH:15][C:14]([O:17][CH3:18])=[CH:13][CH:12]=3)[N:3]=2)=[CH:37][C:36]2[C:31](=[CH:32][CH:33]=[CH:34][CH:35]=2)[N:30]=1. (4) Given the reactants [Br:1][C:2]1[CH:23]=[C:22](/[CH:24]=[CH:25]/[CH:26]([C:31]2[CH:36]=[C:35]([Cl:37])[C:34]([Cl:38])=[C:33]([Cl:39])[CH:32]=2)[C:27]([F:30])([F:29])[F:28])[CH:21]=[CH:20][C:3]=1[C:4]([NH:6][CH:7]1[CH2:12][CH2:11][N:10](C(OC(C)(C)C)=O)[CH2:9][CH2:8]1)=[O:5], predict the reaction product. The product is: [Br:1][C:2]1[CH:23]=[C:22](/[CH:24]=[CH:25]/[CH:26]([C:31]2[CH:32]=[C:33]([Cl:39])[C:34]([Cl:38])=[C:35]([Cl:37])[CH:36]=2)[C:27]([F:30])([F:28])[F:29])[CH:21]=[CH:20][C:3]=1[C:4]([NH:6][CH:7]1[CH2:12][CH2:11][NH:10][CH2:9][CH2:8]1)=[O:5].